This data is from Catalyst prediction with 721,799 reactions and 888 catalyst types from USPTO. The task is: Predict which catalyst facilitates the given reaction. (1) Reactant: Br[C:2]1[CH:7]=[CH:6][C:5]([Br:8])=[CH:4][CH:3]=1.C([Li])CCC.CCCCCC.[CH2:20]([O:27][C@@H:28]1[C@@H:34]([O:35][CH2:36][C:37]2[CH:42]=[CH:41][CH:40]=[CH:39][CH:38]=2)[C@H:33]([O:43][CH2:44][C:45]2[CH:50]=[CH:49][CH:48]=[CH:47][CH:46]=2)[C@@H:32]([CH2:51][O:52][CH2:53][C:54]2[CH:59]=[CH:58][CH:57]=[CH:56][CH:55]=2)[O:31][C:29]1([C:60]1[CH:65]=[C:64]([CH:66]=[O:67])[C:63]([CH3:68])=[CH:62][C:61]=1[O:69][CH2:70][C:71]1[CH:76]=[CH:75][CH:74]=[CH:73][CH:72]=1)[OH:30])[C:21]1[CH:26]=[CH:25][CH:24]=[CH:23][CH:22]=1.[Cl-].[NH4+]. Product: [CH2:20]([O:27][C@@H:28]1[C@@H:34]([O:35][CH2:36][C:37]2[CH:38]=[CH:39][CH:40]=[CH:41][CH:42]=2)[C@H:33]([O:43][CH2:44][C:45]2[CH:50]=[CH:49][CH:48]=[CH:47][CH:46]=2)[C@@H:32]([CH2:51][O:52][CH2:53][C:54]2[CH:55]=[CH:56][CH:57]=[CH:58][CH:59]=2)[O:31][C:29]1([C:60]1[CH:65]=[C:64]([CH:66]([C:2]2[CH:7]=[CH:6][C:5]([Br:8])=[CH:4][CH:3]=2)[OH:67])[C:63]([CH3:68])=[CH:62][C:61]=1[O:69][CH2:70][C:71]1[CH:72]=[CH:73][CH:74]=[CH:75][CH:76]=1)[OH:30])[C:21]1[CH:26]=[CH:25][CH:24]=[CH:23][CH:22]=1. The catalyst class is: 7. (2) Reactant: [F:1][C:2]1[CH:7]=[C:6]([N+:8]([O-:10])=[O:9])[CH:5]=[CH:4][C:3]=1[OH:11].C(=O)([O-])[O-].[K+].[K+].Br[CH2:19][CH2:20][CH:21]=[CH2:22]. Product: [CH2:22]([O:11][C:3]1[CH:4]=[CH:5][C:6]([N+:8]([O-:10])=[O:9])=[CH:7][C:2]=1[F:1])[CH2:21][CH:20]=[CH2:19]. The catalyst class is: 10. (3) Reactant: [Si:1]([O:8][CH2:9][CH2:10][N:11]1[C:15]([CH2:16][OH:17])=[CH:14][C:13]([CH2:18][OH:19])=[N:12]1)([C:4]([CH3:7])([CH3:6])[CH3:5])([CH3:3])[CH3:2].C[N+]1([O-])CCOCC1.C([N+](CCC)(CCC)CCC)CC. Product: [Si:1]([O:8][CH2:9][CH2:10][N:11]1[C:15]([CH:16]=[O:17])=[CH:14][C:13]([CH:18]=[O:19])=[N:12]1)([C:4]([CH3:7])([CH3:5])[CH3:6])([CH3:3])[CH3:2]. The catalyst class is: 2. (4) Reactant: [NH2:1][S:2]([C:5]1[CH:6]=[C:7]([CH:11]=[CH:12][CH:13]=1)[C:8](O)=[O:9])(=[O:4])=[O:3]. Product: [OH:9][CH2:8][C:7]1[CH:6]=[C:5]([S:2]([NH2:1])(=[O:3])=[O:4])[CH:13]=[CH:12][CH:11]=1. The catalyst class is: 1. (5) Reactant: [CH2:1]([C@H:7]1[CH2:11][CH:10]([CH3:12])[O:9][C:8]1=[O:13])[CH2:2][CH2:3][CH2:4][CH2:5][CH3:6].[OH-:14].[Na+:15]. Product: [OH:9][CH:10]([CH3:12])[CH2:11][C@H:7]([CH2:1][CH2:2][CH2:3][CH2:4][CH2:5][CH3:6])[C:8]([O-:13])=[O:14].[Na+:15]. The catalyst class is: 8.